This data is from Forward reaction prediction with 1.9M reactions from USPTO patents (1976-2016). The task is: Predict the product of the given reaction. The product is: [C:27]([C:10]1[C:11]2[C:16](=[CH:15][CH:14]=[CH:13][C:12]=2[O:20][C:21]2[CH:26]=[CH:25][CH:24]=[CH:23][CH:22]=2)[C:17]([O:18][CH3:19])=[C:8]([C:6]([NH:5][CH2:4][C:3]([OH:29])=[O:2])=[O:7])[N:9]=1)#[N:28]. Given the reactants C[O:2][C:3](=[O:29])[CH2:4][NH:5][C:6]([C:8]1[N:9]=[C:10]([C:27]#[N:28])[C:11]2[C:16]([C:17]=1[O:18][CH3:19])=[CH:15][CH:14]=[CH:13][C:12]=2[O:20][C:21]1[CH:26]=[CH:25][CH:24]=[CH:23][CH:22]=1)=[O:7].[OH-].[Na+].Cl, predict the reaction product.